Dataset: Reaction yield outcomes from USPTO patents with 853,638 reactions. Task: Predict the reaction yield, written as a fraction of the theoretical maximum amount of product (1.0 means a 100% yield; for example, 0.34 means a 34% yield). (1) The reactants are C([O:3][C:4]([C:6]1([C:9]2[CH:14]=[CH:13][C:12]([C:15]3[CH:20]=[CH:19][C:18]([C:21]4[S:22][C:23]([Cl:39])=[CH:24][C:25]=4[NH:26][C:27]([O:29][C@@H:30]([C:32]4[CH:37]=[CH:36][CH:35]=[CH:34][C:33]=4[CH3:38])[CH3:31])=[O:28])=[CH:17][C:16]=3[O:40][CH3:41])=[CH:11][CH:10]=2)[CH2:8][CH2:7]1)=[O:5])C.[OH-].[Na+].Cl. The catalyst is C(O)(C)C. The product is [Cl:39][C:23]1[S:22][C:21]([C:18]2[CH:19]=[CH:20][C:15]([C:12]3[CH:13]=[CH:14][C:9]([C:6]4([C:4]([OH:5])=[O:3])[CH2:7][CH2:8]4)=[CH:10][CH:11]=3)=[C:16]([O:40][CH3:41])[CH:17]=2)=[C:25]([NH:26][C:27]([O:29][C@@H:30]([C:32]2[CH:37]=[CH:36][CH:35]=[CH:34][C:33]=2[CH3:38])[CH3:31])=[O:28])[CH:24]=1. The yield is 0.740. (2) The yield is 0.679. The product is [CH3:30][C:27]1[CH:26]=[C:25]([C:23]([C:6]2[CH:11]=[CH:10][CH:9]=[CH:8][C:7]=2[CH2:12][O:13][CH:14]2[CH2:19][CH2:18][CH2:17][CH2:16][O:15]2)=[O:24])[O:29][N:28]=1. The catalyst is O.C1COCC1. The reactants are [Mg].BrCC.Br[C:6]1[CH:11]=[CH:10][CH:9]=[CH:8][C:7]=1[CH2:12][O:13][CH:14]1[CH2:19][CH2:18][CH2:17][CH2:16][O:15]1.CON(C)[C:23]([C:25]1[O:29][N:28]=[C:27]([CH3:30])[CH:26]=1)=[O:24]. (3) The reactants are [F:1][C:2]1[CH:7]=[CH:6][C:5]([CH2:8][C:9]([OH:11])=[O:10])=[CH:4][CH:3]=1.[CH3:12][O:13][C:14]1[CH:15]=[C:16]([CH:19]=[C:20]([O:24][CH3:25])[C:21]=1[O:22][CH3:23])[CH:17]=O.CC(OC(C)=O)=O.CCN(C(C)C)C(C)C.Cl. The catalyst is C(Cl)Cl.CO. The product is [CH3:25][O:24][C:20]1[CH:19]=[C:16]([CH:17]=[C:8]([C:5]2[CH:4]=[CH:3][C:2]([F:1])=[CH:7][CH:6]=2)[C:9]([OH:11])=[O:10])[CH:15]=[C:14]([O:13][CH3:12])[C:21]=1[O:22][CH3:23]. The yield is 0.560. (4) The reactants are [F:1][C:2]([F:16])([F:15])[C:3]1[CH:4]=[C:5]([C:9]2[N:10]=[C:11]([NH2:14])[NH:12][N:13]=2)[CH:6]=[CH:7][CH:8]=1.[H-].[Na+].[Cl:19][C:20]1[CH:21]=[CH:22][C:23]([N+:29]([O-:31])=[O:30])=[C:24]([CH:28]=1)[C:25](Cl)=[O:26]. The catalyst is O1CCCC1.C(OCC)(=O)C. The product is [Cl:19][C:20]1[CH:21]=[CH:22][C:23]([N+:29]([O-:31])=[O:30])=[C:24]([CH:28]=1)[C:25]([NH:14][C:11]1[NH:12][N:13]=[C:9]([C:5]2[CH:6]=[CH:7][CH:8]=[C:3]([C:2]([F:15])([F:1])[F:16])[CH:4]=2)[N:10]=1)=[O:26]. The yield is 0.670. (5) The reactants are [F:1][C:2]([F:7])([F:6])[C:3]([OH:5])=[O:4].[F:8][C:9]([F:14])([F:13])[C:10]([OH:12])=[O:11].FC(F)(F)C(O)=O.[Cl:22][C:23]1[CH:24]=[N:25][C:26]2[NH:27][C:28]3[CH:29]=[N:30][CH:31]=[C:32]([CH:54]=3)[CH2:33][CH2:34][C:35]3[CH:43]=[C:39]([NH:40][C:41]=1[N:42]=2)[CH:38]=[CH:37][C:36]=3[NH:44][C:45](=[O:53])[CH2:46][C@@H:47]1[CH2:52][CH2:51][CH2:50][NH:49][CH2:48]1.[CH3:55][C:56]1[O:60][N:59]=[C:58]([C:61](Cl)=[O:62])[CH:57]=1. No catalyst specified. The product is [F:1][C:2]([F:7])([F:6])[C:3]([OH:5])=[O:4].[F:8][C:9]([F:14])([F:13])[C:10]([OH:12])=[O:11].[Cl:22][C:23]1[CH:24]=[N:25][C:26]2[NH:27][C:28]3[CH:29]=[N:30][CH:31]=[C:32]([CH:54]=3)[CH2:33][CH2:34][C:35]3[CH:43]=[C:39]([NH:40][C:41]=1[N:42]=2)[CH:38]=[CH:37][C:36]=3[NH:44][C:45](=[O:53])[CH2:46][C@@H:47]1[CH2:52][CH2:51][CH2:50][N:49]([C:61]([C:58]2[CH:57]=[C:56]([CH3:55])[O:60][N:59]=2)=[O:62])[CH2:48]1. The yield is 0.600.